This data is from Experimentally validated miRNA-target interactions with 360,000+ pairs, plus equal number of negative samples. The task is: Binary Classification. Given a miRNA mature sequence and a target amino acid sequence, predict their likelihood of interaction. (1) The miRNA is mmu-miR-3110-5p with sequence UUCUGCCUCCCCUGAAGGCUC. The protein sequence of the target gene is MFVQEEKIFAGKVLRLHICAADGAEWLEEATEDTSVEKLKESCLKHGAHGSLEDPKNVTHHKLIHAASERVLSDSKTILEENIQDQDVLLLIKKRVPSPLPKMADVSAEEKKKQEQKAPDKDAILRATANLPACSTDRTAVQTTMRDFQTELRKILVSLIEVAQKLLALNPDAVELFKKANAMLDEDEDERVDETALRQLTEMGFPESRASKALRLNHMSVPQAMEWLIEHSEDPAIDTPLPGHAAQAGASAAATTSSTSSEAAVGTSVEDEESRDELTEIFKKIRRKKEFRADARAVIS.... Result: 0 (no interaction). (2) The miRNA is hsa-miR-4769-5p with sequence GGUGGGAUGGAGAGAAGGUAUGAG. The protein sequence of the target gene is MADWTRAQSSGAVEDILDRENKRMADSLASKVTRLKSLALDIDRDTEDQNRYLDGMDSDFTSVTGLLTGSVKRFSTMARSGRDNRKLLCGMAVVLIVAFFILSYLLSRTRT. Result: 0 (no interaction). (3) The miRNA is mmu-miR-136-5p with sequence ACUCCAUUUGUUUUGAUGAUGG. The protein sequence of the target gene is MARRQDEARAGVPLRVEGPPDKEVHLILYHWTHSFSSQKVRLVIAEKALKCEEHDVSLPLSEHNEPWFMRLNSAGEVPVLVHGENIICEATQIIDYLEQTFLDERTPRLMPDEGSMYYPRVQHYRELLDSLPMDAYTHGCILHPELTVDSMIPAYATTRIRSQIGNTESELKKLAEENPDLQEAYIAKQKRLKSKLLDHDNVKYLKKILDELEKVLDQVETELQRRNEETPEEGNQPWLCGESFTLADVSLAVTLHRLKFLGFARRNWGHGKRPNLETYYERVLKRKTFNKVLGHVNNIL.... Result: 1 (interaction). (4) The miRNA is hsa-miR-6727-5p with sequence CUCGGGGCAGGCGGCUGGGAGCG. The protein sequence of the target gene is MSLLCVRVKRAKFQGSPDKFNTYVTLKVQNVKSTTVAVRGDQPSWEQDFMFEISRLDLGLSVEVWNKGLIWDTMVGTVWIALKTIRQSDEEGPGEWSTLEAETLMKDDEICGTRNPTPHKILLDTRFELPFDIPEEEARYWTYKWEQINALGADNEYSSQEESQRKPLPTAAAQCSFEDPDSAVDDRDSDYRSETSNSFPPPYHTASQPNASVHQFPVPVRSPQQLLLQGSSRDSCNDSMQSYDLDYPERRAISPTSSSRYGSSCNVSQGSSQLSELDQYHEQDDDHRETDSIHSCHSSH.... Result: 0 (no interaction). (5) The miRNA is mmu-miR-125b-5p with sequence UCCCUGAGACCCUAACUUGUGA. The protein sequence of the target gene is MAAAGRLPSSWALFSPLLAGLALLGVGPVPARALHNVTAELFGAEAWGTLAAFGDLNSDKQTDLFVLRERNDLIVFLADQNAPYFKPKVKVSFKNHSALITSVVPGDYDGDSQMDVLLTYLPKNYAKSELGAVIFWGQNQTLDPNNMTILNRTFQDEPLIMDFNGDLIPDIFGITNESNQPQILLGGNLSWHPALTTTSKMRIPHSHAFIDLTEDFTADLFLTTLNATTSTFQFEIWENLDGNFSVSTILEKPQNMMVVGQSAFADFDGDGHMDHLLPGCEDKNCQKSTIYLVRSGMKQW.... Result: 0 (no interaction). (6) The miRNA is mmu-miR-151-5p with sequence UCGAGGAGCUCACAGUCUAGU. The protein sequence of the target gene is MSVGRRRVKLLGILMMANVFIYLIVEVSKNSSQDKNGKGGVIIPKEKFWKPPSTPRAYWNREQEKLNRWYNPILNRVANQTGELATSPNTSHLSYCEPDSTVMTAVTDFNNLPDRFKDFLLYLRCRNYSLLIDQPKKCAKKPFLLLAIKSLIPHFARRQAIRESWGRETNVGNQTVVRVFLLGKTPPEDNHPDLSDMLKFESDKHQDILMWNYRDTFFNLSLKEVLFLRWVSTSCPDAEFVFKGDDDVFVNTHHILNYLNSLSKSKAKDLFIGDVIHNAGPHRDKKLKYYIPEVFYTGVY.... Result: 0 (no interaction).